Dataset: Catalyst prediction with 721,799 reactions and 888 catalyst types from USPTO. Task: Predict which catalyst facilitates the given reaction. (1) Reactant: [Cl:1][C:2]1[CH:3]=[CH:4][C:5]([N:8]2[CH:12]=[C:11]([CH2:13][CH2:14][C:15](OCC)=[O:16])[C:10]([CH:20]([CH2:23][CH3:24])[CH2:21][CH3:22])=[N:9]2)=[N:6][CH:7]=1.[H-].C([Al+]CC(C)C)C(C)C.Cl. Product: [Cl:1][C:2]1[CH:3]=[CH:4][C:5]([N:8]2[CH:12]=[C:11]([CH2:13][CH2:14][CH2:15][OH:16])[C:10]([CH:20]([CH2:23][CH3:24])[CH2:21][CH3:22])=[N:9]2)=[N:6][CH:7]=1. The catalyst class is: 188. (2) Reactant: [OH:1][C@H:2]1[CH2:7][CH2:6][C@H:5]([NH:8][C:9]2[N:10]=[C:11]([NH:18][C:19]3[CH:24]=[CH:23][CH:22]=[C:21]([S:25]([CH3:28])(=[O:27])=[O:26])[CH:20]=3)[C:12]([C:15]([NH2:17])=[O:16])=[N:13][CH:14]=2)[CH2:4][CH2:3]1.C(Cl)(Cl)[Cl:30].ClN1C(=O)CCC1=O. Product: [Cl:30][C:14]1[N:13]=[C:12]([C:15]([NH2:17])=[O:16])[C:11]([NH:18][C:19]2[CH:24]=[CH:23][CH:22]=[C:21]([S:25]([CH3:28])(=[O:26])=[O:27])[CH:20]=2)=[N:10][C:9]=1[NH:8][C@H:5]1[CH2:4][CH2:3][C@H:2]([OH:1])[CH2:7][CH2:6]1. The catalyst class is: 10.